Task: Predict the product of the given reaction.. Dataset: Forward reaction prediction with 1.9M reactions from USPTO patents (1976-2016) (1) Given the reactants [CH2:1]([NH:4][CH:5]1[CH2:14][CH2:13][C:8]2([O:12][CH2:11][CH2:10][O:9]2)[CH2:7][CH2:6]1)[CH2:2][CH3:3].[CH2:15]([O:22][C:23](Cl)=[O:24])[C:16]1[CH:21]=[CH:20][CH:19]=[CH:18][CH:17]=1, predict the reaction product. The product is: [CH2:1]([N:4]([CH:5]1[CH2:6][CH2:7][C:8]2([O:12][CH2:11][CH2:10][O:9]2)[CH2:13][CH2:14]1)[C:23](=[O:24])[O:22][CH2:15][C:16]1[CH:21]=[CH:20][CH:19]=[CH:18][CH:17]=1)[CH2:2][CH3:3]. (2) Given the reactants [NH2:1][C:2]1[CH:7]=[CH:6][C:5]([CH:8]2[O:13][CH2:12][CH2:11][N:10]([C:14]([O:16][C:17]([CH3:20])([CH3:19])[CH3:18])=[O:15])[CH2:9]2)=[CH:4][C:3]=1[Cl:21].ClC(Cl)(O[C:26](=[O:32])OC(Cl)(Cl)Cl)Cl.C(=O)([O-])[O-].[Na+].[Na+].[NH2:40][C:41]1[CH:42]=[C:43]([CH:46]=[CH:47][CH:48]=1)[C:44]#[N:45], predict the reaction product. The product is: [Cl:21][C:3]1[CH:4]=[C:5]([CH:8]2[O:13][CH2:12][CH2:11][N:10]([C:14]([O:16][C:17]([CH3:18])([CH3:20])[CH3:19])=[O:15])[CH2:9]2)[CH:6]=[CH:7][C:2]=1[NH:1][C:26]([NH:40][C:41]1[CH:48]=[CH:47][CH:46]=[C:43]([C:44]#[N:45])[CH:42]=1)=[O:32]. (3) The product is: [CH3:17][O:16][C:13]1[CH:14]=[CH:15][C:10]([N:9]2[C:6]3[C:5](=[CH:4][C:3]([O:2][CH3:1])=[CH:8][CH:7]=3)[C:18](=[O:22])[C:19]2=[O:20])=[CH:11][CH:12]=1. Given the reactants [CH3:1][O:2][C:3]1[CH:8]=[CH:7][C:6]([NH:9][C:10]2[CH:15]=[CH:14][C:13]([O:16][CH3:17])=[CH:12][CH:11]=2)=[CH:5][CH:4]=1.[C:18](Cl)(=[O:22])[C:19](Cl)=[O:20].[Al+3].[Cl-].[Cl-].[Cl-], predict the reaction product. (4) Given the reactants [NH2:1][C:2]1[CH:3]=[C:4]([C:8]2[C:9]([CH:29]3[CH2:31][CH2:30]3)=[N:10][C:11]([N:16]3[CH2:21][CH2:20][N:19]([C:22](=[O:27])[CH2:23][CH2:24][O:25][CH3:26])[C@H:18]([CH3:28])[CH2:17]3)=[C:12]([CH:15]=2)[C:13]#[N:14])[CH:5]=[CH:6][CH:7]=1.[CH3:32][C:33](=O)[CH2:34][C:35](=[O:37])C, predict the reaction product. The product is: [CH:29]1([C:9]2[C:8]([C:4]3[CH:5]=[CH:6][CH:7]=[C:2]([N:1]4[CH2:32][CH:33]=[CH:34][C:35]4=[O:37])[CH:3]=3)=[CH:15][C:12]([C:13]#[N:14])=[C:11]([N:16]3[CH2:21][CH2:20][N:19]([C:22](=[O:27])[CH2:23][CH2:24][O:25][CH3:26])[C@H:18]([CH3:28])[CH2:17]3)[N:10]=2)[CH2:31][CH2:30]1. (5) Given the reactants CO[C@H]1CC[C@H](C[N:10]2C(=O)CNC3N=CC(C4C(C)=CC(C(N)=O)=NC=4)=[N:20][C:11]2=3)CC1.[CH3:31][O:32][C@H:33]1[CH2:38][CH2:37][C@H:36]([CH2:39][N:40]2[C:45](=[O:46])[CH2:44][NH:43][C:42]3[N:47]=[CH:48][C:49]([C:51]4[C:52]([CH3:59])=[CH:53][C:54]([C:57]#[N:58])=[N:55][CH:56]=4)=[N:50][C:41]2=3)[CH2:35][CH2:34]1.FC(F)(F)C(O)=O.S(=O)(=O)(O)O.C(=O)([O-])[O-].[Na+].[Na+], predict the reaction product. The product is: [CH3:31][O:32][C@H:33]1[CH2:38][CH2:37][C@H:36]([CH2:39][N:40]2[C:41]3=[N:50][C:49]([C:51]4[CH:56]=[N:55][C:54]([C:57]5[N:20]=[CH:11][NH:10][N:58]=5)=[CH:53][C:52]=4[CH3:59])=[CH:48][N:47]=[C:42]3[NH:43][CH2:44][C:45]2=[O:46])[CH2:35][CH2:34]1.